This data is from Catalyst prediction with 721,799 reactions and 888 catalyst types from USPTO. The task is: Predict which catalyst facilitates the given reaction. (1) Reactant: P(Cl)(Cl)(Cl)=O.[C:6]([O:10][C:11]([N:13]1[CH2:18][CH2:17][CH2:16][CH:15]([C:19](=O)[NH2:20])[CH2:14]1)=[O:12])([CH3:9])([CH3:8])[CH3:7].C(OCC)(=O)C. Product: [C:6]([O:10][C:11]([N:13]1[CH2:18][CH2:17][CH2:16][CH:15]([C:19]#[N:20])[CH2:14]1)=[O:12])([CH3:9])([CH3:7])[CH3:8]. The catalyst class is: 17. (2) Reactant: [CH3:1][O:2][C:3]1[CH:4]=[C:5]2[C:9](=[CH:10][CH:11]=1)[NH:8][CH:7]=[C:6]2[CH2:12][CH2:13][NH2:14].[C:15]1([C:24]2[CH:29]=[CH:28][CH:27]=[CH:26][CH:25]=2)[CH:20]=[CH:19][C:18]([C:21](Cl)=[O:22])=[CH:17][CH:16]=1.C(N(CC)CC)C. Product: [CH3:1][O:2][C:3]1[CH:4]=[C:5]2[C:9](=[CH:10][CH:11]=1)[NH:8][CH:7]=[C:6]2[CH2:12][CH2:13][NH:14][C:21]([C:18]1[CH:19]=[CH:20][C:15]([C:24]2[CH:25]=[CH:26][CH:27]=[CH:28][CH:29]=2)=[CH:16][CH:17]=1)=[O:22]. The catalyst class is: 4. (3) Reactant: [C-:1]#[N:2].[K+].CS(O[CH2:9][CH2:10][CH:11]([C:24]1[CH:34]=[CH:33][C:27]2[O:28][C:29]([F:32])([F:31])[O:30][C:26]=2[CH:25]=1)[C:12]1[C:20]2[C:15](=[C:16]([CH2:21][S:22][CH3:23])[CH:17]=[CH:18][CH:19]=2)[NH:14][CH:13]=1)(=O)=O.C(OCC)(=O)C. Product: [F:32][C:29]1([F:31])[O:28][C:27]2[CH:33]=[CH:34][C:24]([CH:11]([C:12]3[C:20]4[C:15](=[C:16]([CH2:21][S:22][CH3:23])[CH:17]=[CH:18][CH:19]=4)[NH:14][CH:13]=3)[CH2:10][CH2:9][C:1]#[N:2])=[CH:25][C:26]=2[O:30]1. The catalyst class is: 16. (4) The catalyst class is: 8. Product: [CH3:28][C:27]1[N:30]=[C:23]([C:20]2([C:16]3[CH:15]=[C:14]([C:9]4[CH:10]=[C:11]5[C:6](=[CH:7][CH:8]=4)[N:5]4[CH:1]=[N:2][N:3]=[C:4]4[CH2:13][CH2:12]5)[CH:19]=[N:18][CH:17]=3)[CH2:21][CH2:22]2)[O:24][N:29]=1. Reactant: [CH:1]1[N:5]2[C:6]3[C:11]([CH2:12][CH2:13][C:4]2=[N:3][N:2]=1)=[CH:10][C:9]([C:14]1[CH:15]=[C:16]([C:20]2([C:23](OC)=[O:24])[CH2:22][CH2:21]2)[CH:17]=[N:18][CH:19]=1)=[CH:8][CH:7]=3.[C:27](=[N:30]O)([NH2:29])[CH3:28].[O-]CC.[Na+]. (5) Reactant: C(OC(=O)[N:7]([CH2:32][CH:33]=[CH2:34])[C@H:8]1[CH2:17][CH2:16][C:15]2[C:10](=[CH:11][CH:12]=[C:13]([N:18]([S:20]([C:23]3[CH:28]=[CH:27][C:26]([CH:29]([CH3:31])[CH3:30])=[CH:25][CH:24]=3)(=[O:22])=[O:21])[CH3:19])[CH:14]=2)[CH2:9]1)(C)(C)C.FC(F)(F)C(O)=O. Product: [CH2:32]([NH:7][C@H:8]1[CH2:17][CH2:16][C:15]2[CH:14]=[C:13]([N:18]([CH3:19])[S:20]([C:23]3[CH:28]=[CH:27][C:26]([CH:29]([CH3:30])[CH3:31])=[CH:25][CH:24]=3)(=[O:21])=[O:22])[CH:12]=[CH:11][C:10]=2[CH2:9]1)[CH:33]=[CH2:34]. The catalyst class is: 96. (6) Reactant: [Cl:1][C:2]1[CH:3]=[C:4](/[CH:9]=[CH:10]/[C:11]([N:13]2[CH2:19][CH2:18][C:17](=[O:20])[NH:16][CH2:15][CH2:14]2)=[O:12])[CH:5]=[CH:6][C:7]=1[Cl:8].Br[CH2:22][CH2:23][C:24]([O:26][CH2:27][CH3:28])=[O:25].[H-].[Na+].OS([O-])(=O)=O.[K+]. Product: [CH2:27]([O:26][C:24](=[O:25])[CH2:23][CH2:22][N:16]1[C:17](=[O:20])[CH2:18][CH2:19][N:13]([C:11](=[O:12])/[CH:10]=[CH:9]/[C:4]2[CH:5]=[CH:6][C:7]([Cl:8])=[C:2]([Cl:1])[CH:3]=2)[CH2:14][CH2:15]1)[CH3:28]. The catalyst class is: 3. (7) Reactant: [OH:1][C:2]1[CH:7]=[CH:6][N:5]=[C:4]([N:8]2[CH2:13][CH2:12][N:11]([C:14]([O:16][C:17]([CH3:20])([CH3:19])[CH3:18])=[O:15])[CH2:10][CH2:9]2)[CH:3]=1.[Mg+2].[Cl-].[Cl-].C(N(CC)CC)C.[CH2:31]=[O:32]. Product: [CH:31]([C:7]1[C:2]([OH:1])=[CH:3][C:4]([N:8]2[CH2:13][CH2:12][N:11]([C:14]([O:16][C:17]([CH3:20])([CH3:19])[CH3:18])=[O:15])[CH2:10][CH2:9]2)=[N:5][CH:6]=1)=[O:32]. The catalyst class is: 210. (8) Reactant: CC1(C)CCCC(C)(C)N1.[Li]CCCC.[Br:16][C:17]1[CH:22]=[CH:21][C:20]([F:23])=[CH:19][CH:18]=1.B(OC)(OC)[O:25]C.C(O)(=O)C.OO. Product: [Br:16][C:17]1[CH:22]=[CH:21][C:20]([F:23])=[C:19]([OH:25])[CH:18]=1. The catalyst class is: 1. (9) Reactant: [N:1]1[CH:6]=[CH:5][CH:4]=[C:3]([CH2:7][S:8]([CH2:11][C@H:12]([NH:16][C@@H:17]([C:22]2[CH:27]=[CH:26][C:25]([F:28])=[CH:24][CH:23]=2)[C:18]([F:21])([F:20])[F:19])[C:13]([OH:15])=O)(=[O:10])=[O:9])[CH:2]=1.[CH:29]1([NH:32][C:33](=[O:41])[CH:34]([OH:40])[C@@H:35]([NH2:39])[CH2:36][CH2:37][CH3:38])[CH2:31][CH2:30]1.CN(C(ON1N=NC2C=CC=CC1=2)=[N+](C)C)C.F[P-](F)(F)(F)(F)F.CN1CCOCC1.[NH4+].[Cl-]. Product: [CH:29]1([NH:32][C:33](=[O:41])[CH:34]([OH:40])[C@@H:35]([NH:39][C:13](=[O:15])[C@@H:12]([NH:16][C@@H:17]([C:22]2[CH:23]=[CH:24][C:25]([F:28])=[CH:26][CH:27]=2)[C:18]([F:21])([F:20])[F:19])[CH2:11][S:8]([CH2:7][C:3]2[CH:2]=[N:1][CH:6]=[CH:5][CH:4]=2)(=[O:9])=[O:10])[CH2:36][CH2:37][CH3:38])[CH2:31][CH2:30]1. The catalyst class is: 13. (10) Reactant: [OH:1][C:2]1[CH:7]=[C:6]([CH3:8])[N:5]([CH3:9])[C:4](=[O:10])[C:3]=1[C:11](=[O:26])[CH:12]=[CH:13][C:14]1[CH:19]=[CH:18][CH:17]=[C:16]([O:20][CH2:21][C:22]([O:24][CH3:25])=[O:23])[CH:15]=1.[OH-].[Na+].[CH2:29](Br)[CH:30]=[CH2:31]. Product: [CH2:31]([O:1][C:2]1[CH:7]=[C:6]([CH3:8])[N:5]([CH3:9])[C:4](=[O:10])[C:3]=1[C:11](=[O:26])[CH:12]=[CH:13][C:14]1[CH:19]=[CH:18][CH:17]=[C:16]([O:20][CH2:21][C:22]([O:24][CH3:25])=[O:23])[CH:15]=1)[CH:30]=[CH2:29]. The catalyst class is: 9.